Predict which catalyst facilitates the given reaction. From a dataset of Catalyst prediction with 721,799 reactions and 888 catalyst types from USPTO. (1) Reactant: [Cl:1][C:2]1[CH:3]=[CH:4][C:5]([F:20])=[C:6]([C:8]2[N:13]=[C:12](I)[C:11]3[CH2:15][C:16]([CH3:19])([CH3:18])[CH2:17][C:10]=3[N:9]=2)[CH:7]=1.[CH3:21][C:22]1[CH:23]=[N:24][CH:25]=[CH:26][C:27]=1[NH2:28].C1C=CC(P(C2C=CC3C(=CC=CC=3)C=2C2C3C(=CC=CC=3)C=CC=2P(C2C=CC=CC=2)C2C=CC=CC=2)C2C=CC=CC=2)=CC=1.C([O-])([O-])=O.[Cs+].[Cs+]. Product: [Cl:1][C:2]1[CH:3]=[CH:4][C:5]([F:20])=[C:6]([C:8]2[N:13]=[C:12]([NH:28][C:27]3[CH:26]=[CH:25][N:24]=[CH:23][C:22]=3[CH3:21])[C:11]3[CH2:15][C:16]([CH3:19])([CH3:18])[CH2:17][C:10]=3[N:9]=2)[CH:7]=1. The catalyst class is: 231. (2) Reactant: [CH3:1][N:2]([CH3:10])[N:3]1[CH2:8][CH2:7][C:6](=[O:9])[CH2:5][CH2:4]1.[C-:11]#[N:12].[K+].C(=O)([O-])O.[Na+]. Product: [CH3:1][N:2]([CH3:10])[N:3]1[CH2:8][CH2:7][C:6]([OH:9])([C:11]#[N:12])[CH2:5][CH2:4]1. The catalyst class is: 46. (3) Reactant: Br[C:2]1[N:7]2[N:8]=[C:9]([NH2:11])[N:10]=[C:6]2[CH:5]=[CH:4][CH:3]=1.[CH3:12][O:13][C:14]1[CH:19]=[CH:18][C:17](B(O)O)=[CH:16][CH:15]=1.P([O-])([O-])([O-])=O.[K+].[K+].[K+].CC(N(C)C)=O. Product: [CH3:12][O:13][C:14]1[CH:19]=[CH:18][C:17]([C:2]2[N:7]3[N:8]=[C:9]([NH2:11])[N:10]=[C:6]3[CH:5]=[CH:4][CH:3]=2)=[CH:16][CH:15]=1. The catalyst class is: 103.